From a dataset of Merck oncology drug combination screen with 23,052 pairs across 39 cell lines. Regression. Given two drug SMILES strings and cell line genomic features, predict the synergy score measuring deviation from expected non-interaction effect. (1) Drug 1: O=S1(=O)NC2(CN1CC(F)(F)F)C1CCC2Cc2cc(C=CCN3CCC(C(F)(F)F)CC3)ccc2C1. Cell line: ZR751. Synergy scores: synergy=-1.63. Drug 2: COc1cc(C2c3cc4c(cc3C(OC3OC5COC(C)OC5C(O)C3O)C3COC(=O)C23)OCO4)cc(OC)c1O. (2) Drug 1: Cn1nnc2c(C(N)=O)ncn2c1=O. Drug 2: CS(=O)(=O)CCNCc1ccc(-c2ccc3ncnc(Nc4ccc(OCc5cccc(F)c5)c(Cl)c4)c3c2)o1. Cell line: OV90. Synergy scores: synergy=0.813. (3) Drug 1: O=P1(N(CCCl)CCCl)NCCCO1. Drug 2: O=C(NOCC(O)CO)c1ccc(F)c(F)c1Nc1ccc(I)cc1F. Cell line: CAOV3. Synergy scores: synergy=31.7. (4) Drug 1: C=CCn1c(=O)c2cnc(Nc3ccc(N4CCN(C)CC4)cc3)nc2n1-c1cccc(C(C)(C)O)n1. Drug 2: CNC(=O)c1cc(Oc2ccc(NC(=O)Nc3ccc(Cl)c(C(F)(F)F)c3)cc2)ccn1. Cell line: ZR751. Synergy scores: synergy=-15.9. (5) Drug 1: CCC1(O)CC2CN(CCc3c([nH]c4ccccc34)C(C(=O)OC)(c3cc4c(cc3OC)N(C)C3C(O)(C(=O)OC)C(OC(C)=O)C5(CC)C=CCN6CCC43C65)C2)C1. Drug 2: CCN(CC)CCNC(=O)c1c(C)[nH]c(C=C2C(=O)Nc3ccc(F)cc32)c1C. Cell line: SW620. Synergy scores: synergy=25.2. (6) Drug 1: CCC1=CC2CN(C1)Cc1c([nH]c3ccccc13)C(C(=O)OC)(c1cc3c(cc1OC)N(C)C1C(O)(C(=O)OC)C(OC(C)=O)C4(CC)C=CCN5CCC31C54)C2. Drug 2: CC1(c2nc3c(C(N)=O)cccc3[nH]2)CCCN1. Cell line: A2058. Synergy scores: synergy=-14.7. (7) Drug 1: COC12C(COC(N)=O)C3=C(C(=O)C(C)=C(N)C3=O)N1CC1NC12. Drug 2: CS(=O)(=O)CCNCc1ccc(-c2ccc3ncnc(Nc4ccc(OCc5cccc(F)c5)c(Cl)c4)c3c2)o1. Cell line: HT29. Synergy scores: synergy=16.9. (8) Drug 2: CCN(CC)CCNC(=O)c1c(C)[nH]c(C=C2C(=O)Nc3ccc(F)cc32)c1C. Cell line: CAOV3. Drug 1: Nc1ccn(C2OC(CO)C(O)C2(F)F)c(=O)n1. Synergy scores: synergy=0.213.